Dataset: NCI-60 drug combinations with 297,098 pairs across 59 cell lines. Task: Regression. Given two drug SMILES strings and cell line genomic features, predict the synergy score measuring deviation from expected non-interaction effect. (1) Drug 1: C1=CC(=CC=C1CCCC(=O)O)N(CCCl)CCCl. Drug 2: CCC(=C(C1=CC=CC=C1)C2=CC=C(C=C2)OCCN(C)C)C3=CC=CC=C3.C(C(=O)O)C(CC(=O)O)(C(=O)O)O. Cell line: UO-31. Synergy scores: CSS=4.61, Synergy_ZIP=-6.77, Synergy_Bliss=-8.08, Synergy_Loewe=-5.64, Synergy_HSA=-5.41. (2) Drug 1: C1CN1C2=NC(=NC(=N2)N3CC3)N4CC4. Drug 2: CC(C)CN1C=NC2=C1C3=CC=CC=C3N=C2N. Cell line: PC-3. Synergy scores: CSS=24.7, Synergy_ZIP=3.78, Synergy_Bliss=4.52, Synergy_Loewe=2.58, Synergy_HSA=3.26. (3) Drug 1: CNC(=O)C1=NC=CC(=C1)OC2=CC=C(C=C2)NC(=O)NC3=CC(=C(C=C3)Cl)C(F)(F)F. Drug 2: COC1=C2C(=CC3=C1OC=C3)C=CC(=O)O2. Cell line: HT29. Synergy scores: CSS=5.39, Synergy_ZIP=-0.853, Synergy_Bliss=5.59, Synergy_Loewe=5.46, Synergy_HSA=5.86. (4) Drug 1: CCCCCOC(=O)NC1=NC(=O)N(C=C1F)C2C(C(C(O2)C)O)O. Drug 2: B(C(CC(C)C)NC(=O)C(CC1=CC=CC=C1)NC(=O)C2=NC=CN=C2)(O)O. Cell line: OVCAR3. Synergy scores: CSS=43.7, Synergy_ZIP=1.68, Synergy_Bliss=-2.17, Synergy_Loewe=-72.5, Synergy_HSA=-6.88. (5) Cell line: SNB-75. Drug 2: C1CC(=O)NC(=O)C1N2C(=O)C3=CC=CC=C3C2=O. Drug 1: C1=CC(=CC=C1C#N)C(C2=CC=C(C=C2)C#N)N3C=NC=N3. Synergy scores: CSS=2.27, Synergy_ZIP=-0.832, Synergy_Bliss=1.27, Synergy_Loewe=0.00543, Synergy_HSA=0.477. (6) Drug 1: C1CCC(CC1)NC(=O)N(CCCl)N=O. Drug 2: CCC(=C(C1=CC=CC=C1)C2=CC=C(C=C2)OCCN(C)C)C3=CC=CC=C3.C(C(=O)O)C(CC(=O)O)(C(=O)O)O. Cell line: MCF7. Synergy scores: CSS=12.4, Synergy_ZIP=-5.98, Synergy_Bliss=-0.431, Synergy_Loewe=-1.93, Synergy_HSA=-0.629.